From a dataset of Reaction yield outcomes from USPTO patents with 853,638 reactions. Predict the reaction yield, written as a fraction of the theoretical maximum amount of product (1.0 means a 100% yield; for example, 0.34 means a 34% yield). (1) The reactants are Cl[C:2]1[N:7]=[CH:6][C:5]([S:8]([NH:11][C:12]2[C:21]([NH:22][C:23]3[CH:28]=[C:27]([O:29][CH3:30])[CH:26]=[C:25]([O:31][CH3:32])[CH:24]=3)=[N:20][C:19]3[C:14](=[CH:15][CH:16]=[CH:17][CH:18]=3)[N:13]=2)(=[O:10])=[O:9])=[CH:4][CH:3]=1.[CH3:33][N:34]([CH3:38])[CH2:35][CH2:36][NH2:37]. The catalyst is CN(C=O)C. The product is [CH3:32][O:31][C:25]1[CH:24]=[C:23]([NH:22][C:21]2[C:12]([NH:11][S:8]([C:5]3[CH:6]=[N:7][C:2]([NH:37][CH2:36][CH2:35][N:34]([CH3:38])[CH3:33])=[CH:3][CH:4]=3)(=[O:10])=[O:9])=[N:13][C:14]3[C:19]([N:20]=2)=[CH:18][CH:17]=[CH:16][CH:15]=3)[CH:28]=[C:27]([O:29][CH3:30])[CH:26]=1. The yield is 0.190. (2) The reactants are [C:1]([C:3]1[C:11]2[C:6](=[CH:7][C:8]([O:12][CH2:13][CH2:14][CH2:15]I)=[CH:9][CH:10]=2)[N:5]([CH:17]2[CH2:20][CH2:19][CH2:18]2)[C:4]=1[C:21]1[CH:26]=[CH:25][C:24]([NH:27][C:28]([NH:30][CH:31]([CH3:33])[CH3:32])=[O:29])=[CH:23][CH:22]=1)#[N:2].[NH:34]1[CH:38]=[N:37][CH:36]=[N:35]1.[Na]. The catalyst is CN(C=O)C. The product is [C:1]([C:3]1[C:11]2[C:6](=[CH:7][C:8]([O:12][CH2:13][CH2:14][CH2:15][N:34]3[CH:38]=[N:37][CH:36]=[N:35]3)=[CH:9][CH:10]=2)[N:5]([CH:17]2[CH2:20][CH2:19][CH2:18]2)[C:4]=1[C:21]1[CH:26]=[CH:25][C:24]([NH:27][C:28]([NH:30][CH:31]([CH3:33])[CH3:32])=[O:29])=[CH:23][CH:22]=1)#[N:2]. The yield is 0.400. (3) The reactants are C([Li])CCC.[C:6]([O:9][CH3:10])(=[O:8])[CH3:7].[Li+].CC([N-]C(C)C)C.[Br:19][C:20]1[CH:21]=[CH:22][C:23]([F:36])=[C:24]([C:26](=[N:29][S@@:30]([C:32]([CH3:35])([CH3:34])[CH3:33])=[O:31])[CH2:27][F:28])[CH:25]=1. The catalyst is C1COCC1.CC(C)[O-].CC(C)[O-].CC(C)[O-].Cl[Ti+3]. The product is [Br:19][C:20]1[CH:21]=[CH:22][C:23]([F:36])=[C:24]([C@:26]([NH:29][S@@:30]([C:32]([CH3:34])([CH3:33])[CH3:35])=[O:31])([CH2:27][F:28])[CH2:7][C:6]([O:9][CH3:10])=[O:8])[CH:25]=1. The yield is 0.656. (4) The reactants are [CH3:1][O:2][C:3]([C:5]1[S:6][C:7]([Sn](CCCC)(CCCC)CCCC)=[CH:8][C:9]=1[N:10]([C@H:20]1[CH2:25][CH2:24][C@H:23]([OH:26])[CH2:22][CH2:21]1)[C:11]([C@H:13]1[CH2:18][CH2:17][C@H:16]([CH3:19])[CH2:15][CH2:14]1)=[O:12])=[O:4].[O:40]([CH:47]1[CH2:52][CH2:51][C:50](OS(C(F)(F)F)(=O)=O)=[CH:49][CH2:48]1)[C:41]1[CH:46]=[CH:45][CH:44]=[CH:43][CH:42]=1. The catalyst is C1(C)C=CC=CC=1.C1C=CC([P]([Pd]([P](C2C=CC=CC=2)(C2C=CC=CC=2)C2C=CC=CC=2)([P](C2C=CC=CC=2)(C2C=CC=CC=2)C2C=CC=CC=2)[P](C2C=CC=CC=2)(C2C=CC=CC=2)C2C=CC=CC=2)(C2C=CC=CC=2)C2C=CC=CC=2)=CC=1. The product is [CH3:1][O:2][C:3]([C:5]1[S:6][C:7]([C:50]2[CH2:51][CH2:52][CH:47]([O:40][C:41]3[CH:42]=[CH:43][CH:44]=[CH:45][CH:46]=3)[CH2:48][CH:49]=2)=[CH:8][C:9]=1[N:10]([C@H:20]1[CH2:21][CH2:22][C@H:23]([OH:26])[CH2:24][CH2:25]1)[C:11]([C@H:13]1[CH2:18][CH2:17][C@H:16]([CH3:19])[CH2:15][CH2:14]1)=[O:12])=[O:4]. The yield is 0.240. (5) The reactants are [NH2:1][C:2]1[CH:3]=[C:4]([CH:10]=[C:11](Br)[CH:12]=1)[C:5]([O:7][CH2:8][CH3:9])=[O:6].[F:14][C:15]1[CH:20]=[CH:19][CH:18]=[C:17]([O:21][CH3:22])[C:16]=1B(O)O.C(=O)([O-])[O-].[K+].[K+]. The catalyst is O1CCOCC1.O.C1C=CC([P]([Pd]([P](C2C=CC=CC=2)(C2C=CC=CC=2)C2C=CC=CC=2)([P](C2C=CC=CC=2)(C2C=CC=CC=2)C2C=CC=CC=2)[P](C2C=CC=CC=2)(C2C=CC=CC=2)C2C=CC=CC=2)(C2C=CC=CC=2)C2C=CC=CC=2)=CC=1. The product is [NH2:1][C:2]1[CH:3]=[C:4]([C:5]([O:7][CH2:8][CH3:9])=[O:6])[CH:10]=[C:11]([C:16]2[C:17]([O:21][CH3:22])=[CH:18][CH:19]=[CH:20][C:15]=2[F:14])[CH:12]=1. The yield is 0.940.